From a dataset of Reaction yield outcomes from USPTO patents with 853,638 reactions. Predict the reaction yield, written as a fraction of the theoretical maximum amount of product (1.0 means a 100% yield; for example, 0.34 means a 34% yield). (1) The reactants are O=P12OP3(OP(OP(O3)(O1)=O)(=O)O2)=O.CS(O)(=O)=O.C(O[C:23]([C:25]1[C:33]2[C:28](=[CH:29][C:30]([C:34]#[N:35])=[CH:31][CH:32]=2)[NH:27][C:26]=1[C:36]([C:39]1[CH:44]=[CH:43][C:42]([O:45][CH3:46])=[C:41]([Br:47])[CH:40]=1)([CH3:38])[CH3:37])=[O:24])C.O. The catalyst is CC#N. The product is [Br:47][C:41]1[C:42]([O:45][CH3:46])=[CH:43][C:44]2[C:23](=[O:24])[C:25]3[C:33]4[C:28](=[CH:29][C:30]([C:34]#[N:35])=[CH:31][CH:32]=4)[NH:27][C:26]=3[C:36]([CH3:38])([CH3:37])[C:39]=2[CH:40]=1. The yield is 0.850. (2) The reactants are [CH3:1][O:2][C:3](=[O:15])[C:4]1[C:5](=[CH:9][CH:10]=[C:11]([O:13][CH3:14])[CH:12]=1)[C:6]([OH:8])=O.C(Cl)(=O)C(Cl)=O.COC(=O)C1C=C(Cl)C=CC=1C(Cl)=O.O[NH:37][C:38](=[NH:40])[CH3:39]. The catalyst is C(Cl)Cl.CN(C=O)C.N1C=CC=CC=1.CCOC(C)=O. The product is [CH3:1][O:2][C:3](=[O:15])[C:4]1[CH:12]=[C:11]([O:13][CH3:14])[CH:10]=[CH:9][C:5]=1[C:6]1[O:8][N:40]=[C:38]([CH3:39])[N:37]=1. The yield is 0.600. (3) The yield is 0.960. The catalyst is OS(O)(=O)=O. The reactants are [CH:1]1[C:10]2[C:5](=[CH:6][CH:7]=[CH:8][CH:9]=2)[CH:4]=[C:3]([C:11]([O:13][CH3:14])=[O:12])[N:2]=1.[N+:15]([O-])([O-:17])=[O:16].[Na+]. The product is [N+:15]([C:6]1[CH:7]=[CH:8][CH:9]=[C:10]2[C:5]=1[CH:4]=[C:3]([C:11]([O:13][CH3:14])=[O:12])[N:2]=[CH:1]2)([O-:17])=[O:16]. (4) The reactants are [OH:1][C:2]1[C:9]([CH3:10])=[C:8]([CH3:11])[C:7]([N+:12]([O-:14])=[O:13])=[C:6]([CH3:15])[C:3]=1[CH:4]=O.C(=O)([O-])[O-].[K+].[K+].Br[CH2:23][C:24]([O:26][CH2:27][CH3:28])=[O:25].O. The catalyst is CN(C)C=O. The product is [N+:12]([C:7]1[C:8]([CH3:11])=[C:9]([CH3:10])[C:2]2[O:1][C:23]([C:24]([O:26][CH2:27][CH3:28])=[O:25])=[CH:4][C:3]=2[C:6]=1[CH3:15])([O-:14])=[O:13]. The yield is 0.605.